This data is from Forward reaction prediction with 1.9M reactions from USPTO patents (1976-2016). The task is: Predict the product of the given reaction. (1) Given the reactants [NH2:1][C@H:2]([C:6]([OH:8])=[O:7])[CH:3]([CH3:5])[CH3:4].[C:9]1([CH3:18])[CH:14]=[CH:13][C:12]([C:15](Cl)=[O:16])=[CH:11][CH:10]=1, predict the reaction product. The product is: [CH3:18][C:9]1[CH:14]=[CH:13][C:12]([C:15]([NH:1][C@H:2]([C:6]([OH:8])=[O:7])[CH:3]([CH3:5])[CH3:4])=[O:16])=[CH:11][CH:10]=1. (2) Given the reactants [C:1]1([N:7]2[C:11]([C:12]#[C:13][Si](C)(C)C)=[CH:10][CH:9]=[N:8]2)[CH:6]=[CH:5][CH:4]=[CH:3][CH:2]=1.C(=O)([O-])[O-].[K+].[K+], predict the reaction product. The product is: [C:12]([C:11]1[N:7]([C:1]2[CH:6]=[CH:5][CH:4]=[CH:3][CH:2]=2)[N:8]=[CH:9][CH:10]=1)#[CH:13].